This data is from Full USPTO retrosynthesis dataset with 1.9M reactions from patents (1976-2016). The task is: Predict the reactants needed to synthesize the given product. (1) Given the product [F:1][C:2]1[CH:3]=[CH:4][C:5]([O:27][CH3:28])=[C:6]([C:8]2[CH:13]=[CH:12][N:11]=[C:10]3[N:14]([S:18]([C:21]4[CH:26]=[CH:25][CH:24]=[CH:23][CH:22]=4)(=[O:20])=[O:19])[C:15]([C:34]4[CH2:33][CH2:32][N:31]([C:45]([O:47][C:48]([CH3:50])([CH3:49])[CH3:51])=[O:46])[C:30](=[O:29])[CH:35]=4)=[CH:16][C:9]=23)[CH:7]=1, predict the reactants needed to synthesize it. The reactants are: [F:1][C:2]1[CH:3]=[CH:4][C:5]([O:27][CH3:28])=[C:6]([C:8]2[CH:13]=[CH:12][N:11]=[C:10]3[N:14]([S:18]([C:21]4[CH:26]=[CH:25][CH:24]=[CH:23][CH:22]=4)(=[O:20])=[O:19])[C:15](I)=[CH:16][C:9]=23)[CH:7]=1.[O:29]=[C:30]1[CH:35]=[C:34](B2OC(C)(C)C(C)(C)O2)[CH2:33][CH2:32][N:31]1[C:45]([O:47][C:48]([CH3:51])([CH3:50])[CH3:49])=[O:46].C(=O)(O)[O-].[Na+]. (2) Given the product [F:13][C:14]1[CH:19]=[C:18]([F:20])[CH:17]=[CH:16][C:15]=1[NH:21][N:22]=[CH:4][C:3]1[C:2]([Br:1])=[CH:9][C:8]([CH3:10])=[CH:7][C:6]=1[Br:11], predict the reactants needed to synthesize it. The reactants are: [Br:1][C:2]1[CH:9]=[C:8]([CH3:10])[CH:7]=[C:6]([Br:11])[C:3]=1[CH:4]=O.Cl.[F:13][C:14]1[CH:19]=[C:18]([F:20])[CH:17]=[CH:16][C:15]=1[NH:21][NH2:22].C([O-])(=O)C.[Na+]. (3) The reactants are: Br[C:2]1[N:3]=[C:4]([C:23]2[CH:28]=[CH:27][C:26]([Cl:29])=[CH:25][C:24]=2[Cl:30])[C:5]([C:19]([O:21][CH3:22])=[O:20])=[N:6][C:7]=1[NH:8][C@@H:9]1[C:17]2[C:12](=[CH:13][CH:14]=[CH:15][CH:16]=2)[CH2:11][C@@H:10]1[OH:18].[CH3:31][O-:32].[Na+].[CH3:34]O. Given the product [Cl:30][C:24]1[CH:25]=[C:26]([Cl:29])[CH:27]=[CH:28][C:23]=1[C:4]1[C:5]([C:19]([O:21][CH2:22][CH3:34])=[O:20])=[N:6][C:7]([NH:8][C@@H:9]2[C:17]3[C:12](=[CH:13][CH:14]=[CH:15][CH:16]=3)[CH2:11][C@@H:10]2[OH:18])=[C:2]([O:32][CH3:31])[N:3]=1, predict the reactants needed to synthesize it. (4) Given the product [ClH:40].[CH:25]1([C:22]2[CH:23]=[CH:24][C:19]([CH2:18][O:17][C:13]3[CH:12]=[C:11]4[C:16](=[CH:15][CH:14]=3)[NH:8][CH2:9][CH2:10]4)=[C:20]([C:31]([F:34])([F:32])[F:33])[CH:21]=2)[CH2:26][CH2:27][CH2:28][CH2:29][CH2:30]1, predict the reactants needed to synthesize it. The reactants are: C(OC([N:8]1[C:16]2[C:11](=[CH:12][C:13]([O:17][CH2:18][C:19]3[CH:24]=[CH:23][C:22]([CH:25]4[CH2:30][CH2:29][CH2:28][CH2:27][CH2:26]4)=[CH:21][C:20]=3[C:31]([F:34])([F:33])[F:32])=[CH:14][CH:15]=2)[CH2:10][CH2:9]1)=O)(C)(C)C.C(OCC)C.[ClH:40].O1CCOCC1. (5) Given the product [CH2:55]([O:50][C:49](=[O:52])[CH2:21][N:40]1[C:41]2[C:45](=[CH:47][CH:44]=[C:43]([O:4][CH2:3][C:2]([CH3:19])([CH3:1])[CH2:5][C:6]#[C:7][C:8]3[CH:13]=[CH:12][C:11]([O:14][C:15]([F:16])([F:17])[F:18])=[CH:10][CH:9]=3)[CH:42]=2)[CH:48]=[CH:39]1)[CH3:56], predict the reactants needed to synthesize it. The reactants are: [CH3:1][C:2]([CH3:19])([CH2:5][C:6]#[C:7][C:8]1[CH:13]=[CH:12][C:11]([O:14][C:15]([F:18])([F:17])[F:16])=[CH:10][CH:9]=1)[CH2:3][OH:4].F[C:21](F)(F)S(OS(C(F)(F)F)(=O)=O)(=O)=O.C([C:39]1[CH:44]=[CH:43][CH:42]=[C:41]([C:45]([CH3:48])([CH3:47])C)[N:40]=1)(C)(C)C.[C:49](=[O:52])([O-])[O-:50].[Cs+].[Cs+].[C:55](#N)[CH3:56]. (6) The reactants are: C(O[C:6]([N:8]1[CH2:12][C:11](=[N:13][O:14][CH2:15][C:16]2[CH:21]=[CH:20][C:19]([O:22][CH3:23])=[CH:18][CH:17]=2)[CH2:10][C@H:9]1[C:24]([OH:26])=O)=[O:7])(C)(C)C.[C:27]1([C:36]2[CH:41]=[CH:40][CH:39]=[CH:38][CH:37]=2)[CH:32]=[CH:31][C:30](C(O)=O)=[CH:29][CH:28]=1.[CH2:42]([N:44]([CH2:48][CH3:49])[CH2:45][CH2:46][NH2:47])[CH3:43]. Given the product [C:36]1([C:27]2[CH:28]=[CH:29][CH:30]=[CH:31][CH:32]=2)[CH:37]=[CH:38][C:39]([C:6]([N:8]2[CH2:12][C:11](=[N:13][O:14][CH2:15][C:16]3[CH:17]=[CH:18][C:19]([O:22][CH3:23])=[CH:20][CH:21]=3)[CH2:10][C@H:9]2[C:24]([NH:47][CH2:46][CH2:45][N:44]([CH2:48][CH3:49])[CH2:42][CH3:43])=[O:26])=[O:7])=[CH:40][CH:41]=1, predict the reactants needed to synthesize it. (7) Given the product [N:1]1[C:2]2[S:6][C:5]3[CH2:7][CH2:8][CH2:9][CH2:10][C:4]=3[C:3]=2[C:11](=[O:17])[NH:12][CH:13]=1, predict the reactants needed to synthesize it. The reactants are: [NH2:1][C:2]1[S:6][C:5]2[CH2:7][CH2:8][CH2:9][CH2:10][C:4]=2[C:3]=1[C:11]#[N:12].[CH:13](O)=O.Cl.[OH2:17]. (8) The reactants are: Br[C:2]1[CH:3]=[C:4]([CH:8]2[C:17]([CH3:19])([CH3:18])[CH2:16][C:15]3[C:10](=[CH:11][CH:12]=[C:13]([C:20]([OH:22])=[O:21])[CH:14]=3)[NH:9]2)[CH:5]=[CH:6][CH:7]=1.[CH:23]([C@H:26]1[CH2:30][O:29][C:28](=[O:31])[NH:27]1)([CH3:25])[CH3:24].Cl.CN(C)CC(O)=O.C(=O)([O-])[O-].[K+].[K+]. Given the product [CH:23]([C@H:26]1[CH2:30][O:29][C:28](=[O:31])[N:27]1[C:2]1[CH:3]=[C:4]([CH:8]2[C:17]([CH3:19])([CH3:18])[CH2:16][C:15]3[C:10](=[CH:11][CH:12]=[C:13]([C:20]([OH:22])=[O:21])[CH:14]=3)[NH:9]2)[CH:5]=[CH:6][CH:7]=1)([CH3:25])[CH3:24], predict the reactants needed to synthesize it. (9) Given the product [F:19][C:20]([F:22])([F:21])[S:23]([O:1][C:2]1[CH:11]=[C:10]2[C:5]([CH:6]=[CH:7][N:8]=[CH:9]2)=[CH:4][CH:3]=1)(=[O:25])=[O:24], predict the reactants needed to synthesize it. The reactants are: [OH:1][C:2]1[CH:11]=[C:10]2[C:5]([CH:6]=[CH:7][N:8]=[CH:9]2)=[CH:4][CH:3]=1.C(N(CC)CC)C.[F:19][C:20]([S:23](O[S:23]([C:20]([F:22])([F:21])[F:19])(=[O:25])=[O:24])(=[O:25])=[O:24])([F:22])[F:21]. (10) Given the product [OH:2][CH2:3][C:5]1([CH2:18][CH2:19][O:20][Si:21]([C:24]([CH3:27])([CH3:26])[CH3:25])([CH3:23])[CH3:22])[CH2:6][CH2:7][N:8]([C:11]([O:13][C:14]([CH3:16])([CH3:17])[CH3:15])=[O:12])[CH2:9][CH2:10]1, predict the reactants needed to synthesize it. The reactants are: C[O:2][C:3]([C:5]1([CH2:18][CH2:19][O:20][Si:21]([C:24]([CH3:27])([CH3:26])[CH3:25])([CH3:23])[CH3:22])[CH2:10][CH2:9][N:8]([C:11]([O:13][C:14]([CH3:17])([CH3:16])[CH3:15])=[O:12])[CH2:7][CH2:6]1)=O.[BH4-].[Li+].